Regression/Classification. Given a drug SMILES string, predict its absorption, distribution, metabolism, or excretion properties. Task type varies by dataset: regression for continuous measurements (e.g., permeability, clearance, half-life) or binary classification for categorical outcomes (e.g., BBB penetration, CYP inhibition). Dataset: cyp2d6_veith. From a dataset of CYP2D6 inhibition data for predicting drug metabolism from PubChem BioAssay. (1) The compound is CCCS(=O)(=O)N1CCC(C(=O)NCCCOC)CC1. The result is 0 (non-inhibitor). (2) The compound is Cc1c(Cl)cccc1NC(=O)CN1CCC(C(O)(c2ccccc2)c2ccccc2)CC1. The result is 1 (inhibitor). (3) The drug is CN(C)c1ccc(-c2ccc3ncnc(N(C)C)c3c2)cc1. The result is 0 (non-inhibitor). (4) The molecule is Cc1ccc(S(=O)(=O)O)cc1.NC1(C(=O)OCc2ccccc2)CCCC1. The result is 0 (non-inhibitor).